Dataset: CYP1A2 inhibition data for predicting drug metabolism from PubChem BioAssay. Task: Regression/Classification. Given a drug SMILES string, predict its absorption, distribution, metabolism, or excretion properties. Task type varies by dataset: regression for continuous measurements (e.g., permeability, clearance, half-life) or binary classification for categorical outcomes (e.g., BBB penetration, CYP inhibition). Dataset: cyp1a2_veith. The result is 1 (inhibitor). The molecule is O=c1c(O)c(-c2ccc(O)c(O)c2)oc2cc(O)cc(O)c12.